From a dataset of Drug-target binding data from BindingDB using IC50 measurements. Regression. Given a target protein amino acid sequence and a drug SMILES string, predict the binding affinity score between them. We predict pIC50 (pIC50 = -log10(IC50 in M); higher means more potent). Dataset: bindingdb_ic50. (1) The compound is Nc1ncnc2c1c(-c1cc3cc(O)ccc3[nH]1)nn2C1CC(N2CCOCC2)C1. The target protein sequence is MELHILEHRVRVLSVARPGLWLYTHPLIKLLFLPRRSRCKFFSLTETPEDYTLMVDEEGFKELPPSEFLQVAEATWLVLNVSSHSGAAVQAAGVTKIARSVIAPLAEHHVSVLMLSTYQTDFILVREQDLSVVIHTLAQEFDIYREVGGEPVPVTRDDSSNGFPRTQHGPSPTVHPIQSPQNRFCVLTLDPETLPAIATTLIDVLFYSHSTPKEAASSSPEPSSITFFAFSLIEGYISIVMDAETQKKFPSDLLLTSSSGELWRMVRIGGQPLGFDECGIVAQIAGPLAAADISAYYISTFNFDHALVPEDGIGSVIEVLQRRQEGLAS. The pIC50 is 8.0. (2) The small molecule is C[C@H]1CC[C@@H]2C(C)(C)[C@H](OS(C)(=O)=O)CC[C@@]2(C)[C@@H]1/C=C/c1ccc(-c2cccc(F)c2)cn1. The target protein (P25116) has sequence MGPRRLLLVAACFSLCGPLLSARTRARRPESKATNATLDPRSFLLRNPNDKYEPFWEDEEKNESGLTEYRLVSINKSSPLQKQLPAFISEDASGYLTSSWLTLFVPSVYTGVFVVSLPLNIMAIVVFILKMKVKKPAVVYMLHLATADVLFVSVLPFKISYYFSGSDWQFGSELCRFVTAAFYCNMYASILLMTVISIDRFLAVVYPMQSLSWRTLGRASFTCLAIWALAIAGVVPLLLKEQTIQVPGLNITTCHDVLNETLLEGYYAYYFSAFSAVFFFVPLIISTVCYVSIIRCLSSSAVANRSKKSRALFLSAAVFCIFIICFGPTNVLLIAHYSFLSHTSTTEAAYFAYLLCVCVSSISCCIDPLIYYYASSECQRYVYSILCCKESSDPSSYNSSGQLMASKMDTCSSNLNNSIYKKLLT. The pIC50 is 4.1. (3) The small molecule is COc1cc(-c2cc(-c3cccc(O)c3)cnc2N)cc(OC)c1OC. The target protein (Q64729) has sequence MEAAAAAPRRPQLLIVLVAAATLLPGAKALQCFCHLCTKDNFTCETDGLCFVSVTETTDKVIHNSMCIAEIDLIPRDRPFVCAPSSKTGAVTTTYCCNQDHCNKIELPTTGPFSEKQSAGLGPVELAAVIAGPVCFVCIALMLMVYICHNRTVIHHRVPNEEDPSLDRPFISEGTTLKDLIYDMTTSGSGSGLPLLVQRTIARTIVLQESIGKGRFGEVWRGKWRGEEVAVKIFSSREERSWFREAEIYQTVMLRHENILGFIAADNKDNGTWTQLWLVSDYHEHGSLFDYLNRYTVTVEGMIKLALSTASGLAHLHMEIVGTQGKPAIAHRDLKSKNILVKKNGTCCIADLGLAVRHDSATDTIDIAPNHRVGTKRYMAPEVLDDSINMKHFESFKRADIYAMGLVFWEIARRCSIGGIHEDYQLPYYDLVPSDPSVEEMRKVVCEQKLRPNIPNRWQSCEALRVMAKIMRECWYANGAARLTALRIKKTLSQLSQQEG.... The pIC50 is 6.6. (4) The small molecule is O=C(O)c1ccc2ccc(/C=C/c3ccc(O)cc3O)nc2c1O. The target protein (P03354) has sequence MEAVIKVISSACKTYCGKTSPSKKEIGAMLSLLQKEGLLMSPSDLYSPGSWDPITAALSQRAMILGKSGELKTWGLVLGALKAAREEQVTSEQAKFWLGLGGGRVSPPGPECIEKPATERRIDKGEEVGETTVQRDAKMAPEETATPKTVGTSCYHCGTAIGCNCATASAPPPPYVGSGLYPSLAGVGEQQGQGGDTPPGAEQSRAEPGHAGQAPGPALTDWARVREELASTGPPVVAMPVVIKTEGPAWTPLEPKLITRLADTVRTKGLRSPITMAEVEALMSSPLLPHDVTNLMRVILGPAPYALWMDAWGVQLQTVIAAATRDPRHPANGQGRGERTNLNRLKGLADGMVGNPQGQAALLRPGELVAITASALQAFREVARLAEPAGPWADIMQGPSESFVDFANRLIKAVEGSDLPPSARAPVIIDCFRQKSQPDIQQLIRTAPSTLTTPGEIIKYVLDRQKTAPLTDQGIAAAMSSAIQPLIMAVVNRERDGQTG.... The pIC50 is 4.4.